This data is from Full USPTO retrosynthesis dataset with 1.9M reactions from patents (1976-2016). The task is: Predict the reactants needed to synthesize the given product. (1) Given the product [ClH:38].[N:28]1([C:26]2[CH:25]=[CH:24][C:23]([C:33]3[N:37]=[N:36][NH:35][N:34]=3)=[C:22]([CH:27]=2)[O:21][C@H:13]2[CH2:12][CH2:11][C@@H:10]3[C@H:15]([CH2:16][C@@H:17]([C:18]([OH:20])=[O:19])[NH:8][CH2:9]3)[CH2:14]2)[CH:32]=[CH:31][CH:30]=[N:29]1, predict the reactants needed to synthesize it. The reactants are: C(OC([N:8]1[C@H:17]([C:18]([OH:20])=[O:19])[CH2:16][C@H:15]2[C@@H:10]([CH2:11][CH2:12][C@H:13]([O:21][C:22]3[CH:27]=[C:26]([N:28]4[CH:32]=[CH:31][CH:30]=[N:29]4)[CH:25]=[CH:24][C:23]=3[C:33]3[N:34]=[N:35][NH:36][N:37]=3)[CH2:14]2)[CH2:9]1)=O)(C)(C)C.[ClH:38]. (2) Given the product [CH3:22][C:17]1([CH3:23])[C:18]([CH3:21])([CH3:20])[O:19][B:15]([C:2]2[CH:7]=[CH:6][C:5]([N:8]3[CH2:13][CH2:12][C:11](=[O:14])[CH2:10][CH2:9]3)=[CH:4][CH:3]=2)[O:16]1, predict the reactants needed to synthesize it. The reactants are: Br[C:2]1[CH:7]=[CH:6][C:5]([N:8]2[CH2:13][CH2:12][C:11](=[O:14])[CH2:10][CH2:9]2)=[CH:4][CH:3]=1.[B:15]1([B:15]2[O:19][C:18]([CH3:21])([CH3:20])[C:17]([CH3:23])([CH3:22])[O:16]2)[O:19][C:18]([CH3:21])([CH3:20])[C:17]([CH3:23])([CH3:22])[O:16]1.CC([O-])=O.[K+].[Cl-].[Na+]. (3) Given the product [CH2:4]([C:6]1[CH:11]=[C:10]([CH3:12])[CH:9]=[C:8]([CH2:13][CH3:14])[C:7]=1[C:15](=[O:21])[C:16]([NH:2][NH2:3])=[O:17])[CH3:5], predict the reactants needed to synthesize it. The reactants are: O.[NH2:2][NH2:3].[CH2:4]([C:6]1[CH:11]=[C:10]([CH3:12])[CH:9]=[C:8]([CH2:13][CH3:14])[C:7]=1[C:15](=[O:21])[C:16](OCC)=[O:17])[CH3:5]. (4) Given the product [Cl:37][CH2:2][CH2:3][CH2:4][CH:5]1[CH2:10][CH2:9][CH2:8][CH2:7][N:6]1[C:11]([O:13][C:14]([CH3:17])([CH3:16])[CH3:15])=[O:12], predict the reactants needed to synthesize it. The reactants are: O[CH2:2][CH2:3][CH2:4][CH:5]1[CH2:10][CH2:9][CH2:8][CH2:7][N:6]1[C:11]([O:13][C:14]([CH3:17])([CH3:16])[CH3:15])=[O:12].C1(P(C2C=CC=CC=2)C2C=CC=CC=2)C=CC=CC=1.[Cl:37]CC1CCN(C(OC(C)(C)C)=O)CC1. (5) Given the product [CH3:12][CH:9]1[CH2:8][N:7]([C:13]([O:15][C:16]([CH3:19])([CH3:18])[CH3:17])=[O:14])[CH2:6][C:5]2[S:4][CH:3]=[C:2]([C:20]([CH3:22])=[CH2:21])[C:11]=2[O:10]1, predict the reactants needed to synthesize it. The reactants are: Br[C:2]1[C:11]2[O:10][CH:9]([CH3:12])[CH2:8][N:7]([C:13]([O:15][C:16]([CH3:19])([CH3:18])[CH3:17])=[O:14])[CH2:6][C:5]=2[S:4][CH:3]=1.[C:20](B1OC(C)(C)C(C)(C)O1)([CH3:22])=[CH2:21].C(=O)([O-])[O-].[K+].[K+].O. (6) Given the product [Cl:1][C:2]1[N:7]=[C:6]([NH2:8])[N:5]=[C:4]([NH2:9])[C:3]=1[I:17], predict the reactants needed to synthesize it. The reactants are: [Cl:1][C:2]1[N:7]=[C:6]([NH2:8])[N:5]=[C:4]([NH2:9])[CH:3]=1.C1C(=O)N([I:17])C(=O)C1. (7) Given the product [C:30]1([C:36]([C:38]2[CH:39]=[CH:40][CH:41]=[CH:42][CH:43]=2)=[CH2:37])[CH:35]=[CH:34][CH:33]=[CH:32][CH:31]=1, predict the reactants needed to synthesize it. The reactants are: CCl.ClC(C)(CC(C)(C)C)C.C(C1C=CC=C(C(C)(C)C)N=1)(C)(C)C.CC(=C)C.[C:30]1([C:36]([C:38]2[CH:43]=[CH:42][C:41](C(C3C=CC=CC=3)=C)=[CH:40][CH:39]=2)=[CH2:37])[CH:35]=[CH:34][CH:33]=[CH:32][CH:31]=1.C[Zn]C.[OH-].[NH4+].CO. (8) The reactants are: [CH3:1][O:2][C:3]1[CH:12]=[C:11]2[C:6]([C:7]([CH3:14])=[N:8][C:9](O)=[N:10]2)=[CH:5][CH:4]=1.O=P(Cl)(Cl)[Cl:17]. Given the product [Cl:17][C:9]1[N:8]=[C:7]([CH3:14])[C:6]2[C:11](=[CH:12][C:3]([O:2][CH3:1])=[CH:4][CH:5]=2)[N:10]=1, predict the reactants needed to synthesize it.